This data is from Forward reaction prediction with 1.9M reactions from USPTO patents (1976-2016). The task is: Predict the product of the given reaction. Given the reactants I[C:2]1[C:3]([NH:13][C@H:14]2[CH2:19][CH2:18][C@H:17]([NH:20][C:21](=[O:27])[O:22][C:23]([CH3:26])([CH3:25])[CH3:24])[CH2:16][CH2:15]2)=[N:4][C:5]([O:10][CH2:11][CH3:12])=[C:6]([C:8]#[N:9])[CH:7]=1.[CH3:28]B1OB(C)OB(C)O1.C(=O)([O-])[O-].[K+].[K+], predict the reaction product. The product is: [C:8]([C:6]1[CH:7]=[C:2]([CH3:28])[C:3]([NH:13][C@H:14]2[CH2:19][CH2:18][C@H:17]([NH:20][C:21](=[O:27])[O:22][C:23]([CH3:26])([CH3:25])[CH3:24])[CH2:16][CH2:15]2)=[N:4][C:5]=1[O:10][CH2:11][CH3:12])#[N:9].